Dataset: Reaction yield outcomes from USPTO patents with 853,638 reactions. Task: Predict the reaction yield, written as a fraction of the theoretical maximum amount of product (1.0 means a 100% yield; for example, 0.34 means a 34% yield). (1) The reactants are [NH2:1][C:2]1[CH:3]=[C:4]([CH:31]=[CH:32][CH:33]=1)[O:5][C:6]1[C:7]2[S:30][CH:29]=[CH:28][C:8]=2[N:9]=[C:10]([NH:12][C:13]2[CH:18]=[CH:17][C:16]([N:19]3[CH2:24][CH2:23][N:22]([CH3:25])[CH2:21][CH2:20]3)=[CH:15][C:14]=2[O:26][CH3:27])[N:11]=1.C([O-])(O)=O.[Na+].[O:39]1C[CH2:42][CH2:41][CH2:40]1.C(Cl)(=O)C=C. The catalyst is O. The product is [CH3:27][O:26][C:14]1[CH:15]=[C:16]([N:19]2[CH2:24][CH2:23][N:22]([CH3:25])[CH2:21][CH2:20]2)[CH:17]=[CH:18][C:13]=1[NH:12][C:10]1[N:11]=[C:6]([O:5][C:4]2[CH:3]=[C:2]([NH:1][C:40](=[O:39])[CH:41]=[CH2:42])[CH:33]=[CH:32][CH:31]=2)[C:7]2[S:30][CH:29]=[CH:28][C:8]=2[N:9]=1. The yield is 0.682. (2) The reactants are [F:1][C:2]1[CH:10]=[CH:9][C:8]([C:11]2[CH:16]=[CH:15][CH:14]=[C:13]([F:17])[CH:12]=2)=[CH:7][C:3]=1[C:4]([OH:6])=O.C(Cl)(C(Cl)=O)=O.[NH2:24][C:25]1[C:26]([CH3:33])=[C:27]([OH:32])[CH:28]=[CH:29][C:30]=1[F:31].O. The catalyst is C(Cl)Cl.CN(C=O)C.C1COCC1. The product is [F:1][C:2]1[CH:10]=[CH:9][C:8]([C:11]2[CH:16]=[CH:15][CH:14]=[C:13]([F:17])[CH:12]=2)=[CH:7][C:3]=1[C:4]([NH:24][C:25]1[C:30]([F:31])=[CH:29][CH:28]=[C:27]([OH:32])[C:26]=1[CH3:33])=[O:6]. The yield is 0.590. (3) The yield is 0.886. The catalyst is ClCCCl. The product is [C:1](=[N:14][CH:16]1[CH2:20][CH2:19][N:18]([CH3:21])[C:17]1=[O:22])([C:8]1[CH:9]=[CH:10][CH:11]=[CH:12][CH:13]=1)[C:2]1[CH:7]=[CH:6][CH:5]=[CH:4][CH:3]=1. The reactants are [C:1](=[NH:14])([C:8]1[CH:13]=[CH:12][CH:11]=[CH:10][CH:9]=1)[C:2]1[CH:7]=[CH:6][CH:5]=[CH:4][CH:3]=1.N[CH:16]1[CH2:20][CH2:19][N:18]([CH3:21])[C:17]1=[O:22]. (4) The reactants are [Cl:1][C:2]1[N:7]=[C:6]2[CH2:8][CH2:9][CH2:10][C:5]2=[C:4]([Cl:11])[CH:3]=1.B(O)(O)[C:13]1[CH:18]=[CH:17][CH:16]=[C:15]([CH3:19])[CH:14]=1. No catalyst specified. The product is [ClH:1].[Cl:11][C:4]1[CH:3]=[C:2]([C:13]2[CH:14]=[C:15]([CH3:19])[CH:16]=[CH:17][CH:18]=2)[N:7]=[C:6]2[CH2:8][CH2:9][CH2:10][C:5]=12. The yield is 0.820. (5) The reactants are Br[C:2]1[CH:7]=[CH:6][C:5]([C:8]2[NH:13][C:12](=[O:14])[NH:11][CH:10]([C:15]3[CH:20]=[C:19]([N+:21]([O-:23])=[O:22])[C:18]([OH:24])=[C:17]([O:25][CH2:26][CH3:27])[CH:16]=3)[C:9]=2[C:28]2[CH:33]=[CH:32][CH:31]=[CH:30][CH:29]=2)=[CH:4][CH:3]=1.C(OC1C=C(C=[C:43]([N+:46]([O-])=O)C=1O)C=O)C.NC(N)=O.Cl. The catalyst is CCO. The product is [CH2:26]([O:25][C:17]1[CH:16]=[C:15]([CH:10]2[C:9]([C:28]3[CH:33]=[CH:32][CH:31]=[CH:30][C:29]=3[C:43]#[N:46])=[C:8]([C:5]3[CH:6]=[CH:7][CH:2]=[CH:3][CH:4]=3)[NH:13][C:12](=[O:14])[NH:11]2)[CH:20]=[C:19]([N+:21]([O-:23])=[O:22])[C:18]=1[OH:24])[CH3:27]. The yield is 0.290.